This data is from Peptide-MHC class I binding affinity with 185,985 pairs from IEDB/IMGT. The task is: Regression. Given a peptide amino acid sequence and an MHC pseudo amino acid sequence, predict their binding affinity value. This is MHC class I binding data. (1) The peptide sequence is PGDLQTLAL. The MHC is HLA-B35:03 with pseudo-sequence HLA-B35:03. The binding affinity (normalized) is 0. (2) The peptide sequence is IYQEPFKNLK. The MHC is HLA-B15:03 with pseudo-sequence HLA-B15:03. The binding affinity (normalized) is 0.267. (3) The peptide sequence is QEIQLLAAVG. The MHC is HLA-B40:02 with pseudo-sequence HLA-B40:02. The binding affinity (normalized) is 0.0946. (4) The peptide sequence is RPMTYKAAL. The MHC is HLA-A30:02 with pseudo-sequence HLA-A30:02. The binding affinity (normalized) is 0.0520. (5) The peptide sequence is RPRWADARV. The MHC is HLA-B07:02 with pseudo-sequence HLA-B07:02. The binding affinity (normalized) is 0.799. (6) The peptide sequence is NPVILSKLML. The MHC is HLA-B51:01 with pseudo-sequence HLA-B51:01. The binding affinity (normalized) is 0. (7) The peptide sequence is KSLYNTVATLY. The MHC is HLA-B15:01 with pseudo-sequence HLA-B15:01. The binding affinity (normalized) is 0.0847.